Dataset: Full USPTO retrosynthesis dataset with 1.9M reactions from patents (1976-2016). Task: Predict the reactants needed to synthesize the given product. Given the product [F:1][C:2]([CH3:9])([CH3:8])[CH2:3][C@H:4]1[CH2:6][O:7][C:15](=[O:16])[NH:5]1, predict the reactants needed to synthesize it. The reactants are: [F:1][C:2]([CH3:9])([CH3:8])[CH2:3][C@@H:4]([CH2:6][OH:7])[NH2:5].CC(=C)C[C@H]1C[O:16][C:15](=O)N1.C1C=CN=CC=1.F.